From a dataset of Full USPTO retrosynthesis dataset with 1.9M reactions from patents (1976-2016). Predict the reactants needed to synthesize the given product. Given the product [CH3:33][O:32][C:28]1[C:29]([CH3:31])=[CH:30][C:21]([C:6]2[N:7]=[CH:8][CH:9]=[CH:10][N:11]=2)=[C:22]([CH:27]=1)[C:23]([O:25][CH3:26])=[O:24], predict the reactants needed to synthesize it. The reactants are: C([Sn](CCCC)(CCCC)[C:6]1[N:11]=[CH:10][CH:9]=[CH:8][N:7]=1)CCC.Br[C:21]1[CH:30]=[C:29]([CH3:31])[C:28]([O:32][CH3:33])=[CH:27][C:22]=1[C:23]([O:25][CH3:26])=[O:24].